Dataset: Peptide-MHC class II binding affinity with 134,281 pairs from IEDB. Task: Regression. Given a peptide amino acid sequence and an MHC pseudo amino acid sequence, predict their binding affinity value. This is MHC class II binding data. The peptide sequence is NFLGPIAVGGLLMML. The MHC is DRB1_0404 with pseudo-sequence DRB1_0404. The binding affinity (normalized) is 0.628.